This data is from Forward reaction prediction with 1.9M reactions from USPTO patents (1976-2016). The task is: Predict the product of the given reaction. (1) Given the reactants [NH2:1][C@H:2]1[C:7]2[CH:8]=[C:9]([O:15][CH3:16])[C:10]([N+:12]([O-:14])=[O:13])=[CH:11][C:6]=2[O:5][C:4]([CH3:18])([CH3:17])[C@@H:3]1[OH:19].[C:20](=O)([O:26]C(C)(C)C)[O:21][C:22]([CH3:25])([CH3:24])[CH3:23].C(N(CC)CC)C.C(=O)([O-])[O-].[Na+].[Na+], predict the reaction product. The product is: [OH:19][C@@H:3]1[C@@H:2]([NH:1][C:20](=[O:26])[O:21][C:22]([CH3:25])([CH3:24])[CH3:23])[C:7]2[CH:8]=[C:9]([O:15][CH3:16])[C:10]([N+:12]([O-:14])=[O:13])=[CH:11][C:6]=2[O:5][C:4]1([CH3:17])[CH3:18]. (2) Given the reactants [F:1][C:2]1[CH:3]=[C:4]2[C:8](=[CH:9][C:10]=1[F:11])[C:7](=[O:12])[NH:6][C:5]2=[NH:13].Cl.Cl.N[CH:17]([CH2:30][CH:31]1[CH2:36][CH2:35][CH2:34][CH2:33][CH2:32]1)[C:18]([NH:20][C:21]1([C:28]#[N:29])[CH2:26][CH2:25][N:24]([CH3:27])[CH2:23][CH2:22]1)=[O:19], predict the reaction product. The product is: [C:28]([C:21]1([NH:20][C:18](=[O:19])[CH:17]([NH:13][C:5]2[C:4]3[C:8](=[CH:9][C:10]([F:11])=[C:2]([F:1])[CH:3]=3)[C:7](=[O:12])[N:6]=2)[CH2:30][CH:31]2[CH2:36][CH2:35][CH2:34][CH2:33][CH2:32]2)[CH2:26][CH2:25][N:24]([CH3:27])[CH2:23][CH2:22]1)#[N:29]. (3) The product is: [CH2:15]([N:7]([CH2:5][CH3:6])[C:8]1[CH:13]=[CH:12][C:11]([N:14]2[N:22]=[C:31]3[CH:32]=[CH:33][C:28]([NH2:35])=[CH:29][C:30]3=[N:34]2)=[CH:10][CH:9]=1)[CH3:16]. Given the reactants N([O-])=O.[Na+].[CH2:5]([N:7]([CH2:15][CH3:16])[C:8]1[CH:13]=[CH:12][C:11]([NH2:14])=[CH:10][CH:9]=1)[CH3:6].S(=O)(=O)([O-])N.[NH4+:22].C([O-])(=O)C.[Na+].[C:28]1([NH2:35])[CH:33]=[CH:32][CH:31]=[C:30]([NH2:34])[CH:29]=1.[OH-].[Na+], predict the reaction product. (4) Given the reactants [CH2:1]([C:8]1[CH:9]=[C:10]([C:14](=[O:23])[CH2:15][C:16]([C:18]2[NH:19][CH:20]=[CH:21][N:22]=2)=[O:17])[CH:11]=[CH:12][CH:13]=1)[C:2]1[CH:7]=[CH:6][CH:5]=[CH:4][CH:3]=1.[CH2:24](N1C=CN=C1C=O)[C:25]1[CH:30]=[CH:29][CH:28]=[CH:27][CH:26]=1.[SiH](CC)(CC)CC.[C:45]([OH:51])([C:47]([F:50])([F:49])[F:48])=[O:46], predict the reaction product. The product is: [OH:51][C:45]([C:47]([F:50])([F:49])[F:48])=[O:46].[CH2:1]([C:8]1[CH:9]=[C:10]([C:14](=[O:23])[CH2:15][C:16]([C:18]2[N:19]([CH2:24][C:25]3[CH:30]=[CH:29][CH:28]=[CH:27][CH:26]=3)[CH:20]=[CH:21][N:22]=2)=[O:17])[CH:11]=[CH:12][CH:13]=1)[C:2]1[CH:7]=[CH:6][CH:5]=[CH:4][CH:3]=1. (5) Given the reactants [NH2:1][C@@H:2]1[CH2:7][CH2:6][C@H:5]([O:8][C:9]2[CH:10]=[C:11]3[C:16](=[CH:17][C:18]=2[CH3:19])[C:15](=[O:20])[N:14]([CH2:21][C:22]2[CH:27]=[CH:26][C:25]([O:28][CH3:29])=[CH:24][CH:23]=2)[CH:13]=[CH:12]3)[CH2:4][CH2:3]1.[I-].[Na+].C(=O)([O-])[O-].[K+].[K+].Br[CH2:39][CH2:40][CH2:41][CH2:42]Br, predict the reaction product. The product is: [CH3:29][O:28][C:25]1[CH:24]=[CH:23][C:22]([CH2:21][N:14]2[CH:13]=[CH:12][C:11]3[C:16](=[CH:17][C:18]([CH3:19])=[C:9]([O:8][CH:5]4[CH2:4][CH2:3][CH:2]([N:1]5[CH2:42][CH2:41][CH2:40][CH2:39]5)[CH2:7][CH2:6]4)[CH:10]=3)[C:15]2=[O:20])=[CH:27][CH:26]=1. (6) The product is: [C:1]([O:5][C:6]([N:8]1[CH2:13][CH2:12][CH:11]([CH2:14][O:15][CH2:16][CH:17]([NH:24][C:35]([C:31]2[CH:30]=[C:29]3[C:34]([C:26]([Cl:25])=[CH:27][NH:28]3)=[CH:33][CH:32]=2)=[O:36])[C:18]2[CH:23]=[CH:22][CH:21]=[CH:20][N:19]=2)[CH2:10][CH2:9]1)=[O:7])([CH3:4])([CH3:2])[CH3:3]. Given the reactants [C:1]([O:5][C:6]([N:8]1[CH2:13][CH2:12][CH:11]([CH2:14][O:15][CH2:16][CH:17]([NH2:24])[C:18]2[CH:23]=[CH:22][CH:21]=[CH:20][N:19]=2)[CH2:10][CH2:9]1)=[O:7])([CH3:4])([CH3:3])[CH3:2].[Cl:25][C:26]1[C:34]2[C:29](=[CH:30][C:31]([C:35](O)=[O:36])=[CH:32][CH:33]=2)[NH:28][CH:27]=1, predict the reaction product.